From a dataset of Full USPTO retrosynthesis dataset with 1.9M reactions from patents (1976-2016). Predict the reactants needed to synthesize the given product. (1) Given the product [CH3:38][C:37]1[NH:39][C:67]([CH3:62])=[CH:66][C:65](=[O:79])[C:64]=1[CH2:63][NH:68][C:21]([C:6]1[CH:7]=[C:8]([C:10]2[CH:11]=[CH:12][C:13]([O:16][CH2:17][CH2:18][O:19][CH3:20])=[CH:14][CH:15]=2)[CH:9]=[C:4]([N:3]([CH2:1][CH3:2])[C@H:25]2[CH2:30][CH2:29][C@H:28]([N:31]([CH2:33][CH2:34][O:35][CH3:36])[CH3:32])[CH2:27][CH2:26]2)[C:5]=1[CH3:24])=[O:23], predict the reactants needed to synthesize it. The reactants are: [CH2:1]([N:3]([C@H:25]1[CH2:30][CH2:29][C@H:28]([N:31]([CH2:33][CH2:34][O:35][CH3:36])[CH3:32])[CH2:27][CH2:26]1)[C:4]1[C:5]([CH3:24])=[C:6]([C:21]([OH:23])=O)[CH:7]=[C:8]([C:10]2[CH:15]=[CH:14][C:13]([O:16][CH2:17][CH2:18][O:19][CH3:20])=[CH:12][CH:11]=2)[CH:9]=1)[CH3:2].[CH2:37]([N:39](CC)CC)[CH3:38].C1CN([P+](ON2N=[N:68][C:63]3[CH:64]=[CH:65][CH:66]=[CH:67][C:62]2=3)(N2CCCC2)N2CCCC2)CC1.F[P-](F)(F)(F)(F)F.CS(C)=[O:79]. (2) Given the product [CH:18]1[C:19]2[C:24](=[CH:23][CH:22]=[CH:21][CH:20]=2)[C:15]([C:27]2[CH:39]=[CH:38][C:30]([C:31]([O:33][C:34]([CH3:36])([CH3:37])[CH3:35])=[O:32])=[C:29]([N+:40]([O-:42])=[O:41])[CH:28]=2)=[CH:16][N:17]=1, predict the reactants needed to synthesize it. The reactants are: C(=O)([O-])[O-].[Na+].[Na+].CC1(C)C(C)(C)OB([C:15]2[C:24]3[C:19](=[CH:20][CH:21]=[CH:22][CH:23]=3)[CH:18]=[N:17][CH:16]=2)O1.Br[C:27]1[CH:39]=[CH:38][C:30]([C:31]([O:33][C:34]([CH3:37])([CH3:36])[CH3:35])=[O:32])=[C:29]([N+:40]([O-:42])=[O:41])[CH:28]=1.